Dataset: NCI-60 drug combinations with 297,098 pairs across 59 cell lines. Task: Regression. Given two drug SMILES strings and cell line genomic features, predict the synergy score measuring deviation from expected non-interaction effect. (1) Drug 1: CC1=C(C(CCC1)(C)C)C=CC(=CC=CC(=CC(=O)O)C)C. Drug 2: CC1=C(C(=CC=C1)Cl)NC(=O)C2=CN=C(S2)NC3=CC(=NC(=N3)C)N4CCN(CC4)CCO. Cell line: NCI-H522. Synergy scores: CSS=14.3, Synergy_ZIP=0.277, Synergy_Bliss=3.42, Synergy_Loewe=-16.7, Synergy_HSA=3.11. (2) Cell line: A549. Drug 1: CC1=CC=C(C=C1)C2=CC(=NN2C3=CC=C(C=C3)S(=O)(=O)N)C(F)(F)F. Synergy scores: CSS=-3.54, Synergy_ZIP=1.64, Synergy_Bliss=0.0455, Synergy_Loewe=-1.07, Synergy_HSA=-2.37. Drug 2: C1=CN(C=N1)CC(O)(P(=O)(O)O)P(=O)(O)O.